Dataset: Catalyst prediction with 721,799 reactions and 888 catalyst types from USPTO. Task: Predict which catalyst facilitates the given reaction. (1) Reactant: [CH2:1]([C:5]1[CH:10]=[CH:9][C:8]([C:11]#[C:12][C:13]2[CH:18]=[CH:17][C:16]([S:19]([N:22]([CH2:29][C:30]3[CH:31]=[CH:32][C:33]([F:40])=[C:34]([CH:39]=3)[C:35]([O:37]C)=[O:36])[CH2:23][CH2:24][CH2:25][CH2:26][CH2:27][CH3:28])(=[O:21])=[O:20])=[CH:15][CH:14]=2)=[CH:7][CH:6]=1)[CH2:2][CH2:3][CH3:4].O.[OH-].[Li+].O.Cl. Product: [CH2:1]([C:5]1[CH:6]=[CH:7][C:8]([C:11]#[C:12][C:13]2[CH:14]=[CH:15][C:16]([S:19]([N:22]([CH2:29][C:30]3[CH:31]=[CH:32][C:33]([F:40])=[C:34]([CH:39]=3)[C:35]([OH:37])=[O:36])[CH2:23][CH2:24][CH2:25][CH2:26][CH2:27][CH3:28])(=[O:20])=[O:21])=[CH:17][CH:18]=2)=[CH:9][CH:10]=1)[CH2:2][CH2:3][CH3:4]. The catalyst class is: 1. (2) Reactant: [CH:1]1([N:4]2[C:12]([CH3:13])=[C:11]3[C:6]([CH:7]=[CH:8][C:9]([N:14]4[CH:19]=[CH:18][C:17]([OH:20])=[CH:16][C:15]4=[O:21])=[CH:10]3)=[N:5]2)[CH2:3][CH2:2]1.Cl[CH2:23][C:24]1[N:25]=[C:26]([C:29]([F:32])([F:31])[F:30])[S:27][CH:28]=1.C(=O)([O-])[O-].[K+].[K+]. Product: [CH:1]1([N:4]2[C:12]([CH3:13])=[C:11]3[C:6]([CH:7]=[CH:8][C:9]([N:14]4[CH:19]=[CH:18][C:17]([O:20][CH2:23][C:24]5[N:25]=[C:26]([C:29]([F:32])([F:31])[F:30])[S:27][CH:28]=5)=[CH:16][C:15]4=[O:21])=[CH:10]3)=[N:5]2)[CH2:2][CH2:3]1. The catalyst class is: 39. (3) Reactant: [CH2:1]([N:8]1[CH2:13][CH2:12][CH2:11][CH2:10][CH:9]1[CH2:14][OH:15])[C:2]1[CH:7]=[CH:6][CH:5]=[CH:4][CH:3]=1.[CH3:16][S:17](Cl)(=[O:19])=[O:18].C(N(CC)CC)C.O. Product: [CH3:16][S:17]([O:15][CH2:14][CH:9]1[CH2:10][CH2:11][CH2:12][CH2:13][N:8]1[CH2:1][C:2]1[CH:7]=[CH:6][CH:5]=[CH:4][CH:3]=1)(=[O:19])=[O:18]. The catalyst class is: 2. (4) Reactant: C(C1C2C=CC=CC=2C(=O)OC=1N[C@H](C1C=CC=CC=1)CC)(=O)C.C(OC(C)(C)C)(=O)NN.C(OC(=O)[NH:40][N:41]1[C:50]([CH3:51])=[C:49]([C:52](=[O:63])[NH:53][C@H:54]([C:57]2[CH:62]=[CH:61][CH:60]=[CH:59][CH:58]=2)[CH2:55][CH3:56])[C:48]2[C:43](=[CH:44][CH:45]=[CH:46][CH:47]=2)[C:42]1=[O:64])(C)(C)C.C(=O)=O. Product: [C:57]1([C@@H:54]([NH:53][C:52]([C:49]2[C:48]3[C:43](=[CH:44][CH:45]=[CH:46][CH:47]=3)[C:42](=[O:64])[N:41]([NH2:40])[C:50]=2[CH3:51])=[O:63])[CH2:55][CH3:56])[CH:62]=[CH:61][CH:60]=[CH:59][CH:58]=1. The catalyst class is: 10.